Dataset: Reaction yield outcomes from USPTO patents with 853,638 reactions. Task: Predict the reaction yield, written as a fraction of the theoretical maximum amount of product (1.0 means a 100% yield; for example, 0.34 means a 34% yield). (1) The reactants are Br[CH2:2][C:3]1[CH:8]=[CH:7][C:6]([Cl:9])=[C:5]([O:10][CH3:11])[CH:4]=1.[C-:12]#[N:13].[Na+]. The catalyst is C(O)C. The product is [Cl:9][C:6]1[CH:7]=[CH:8][C:3]([CH2:2][C:12]#[N:13])=[CH:4][C:5]=1[O:10][CH3:11]. The yield is 0.480. (2) The reactants are [C:1]([O:7][CH2:8][CH3:9])(=[O:6])[CH2:2][C:3]([CH3:5])=O.[Br:10][C:11]1[CH:18]=[CH:17][CH:16]=[CH:15][C:12]=1[CH:13]=O.[CH3:19][O:20][C:21](=[O:26])/[CH:22]=[C:23](\[NH2:25])/[CH3:24].CC(O)=O. The catalyst is CCO.CCOC(C)=O. The product is [Br:10][C:11]1[CH:18]=[CH:17][CH:16]=[CH:15][C:12]=1[CH:13]1[C:22]([C:21]([O:20][CH3:19])=[O:26])=[C:23]([CH3:24])[NH:25][C:3]([CH3:5])=[C:2]1[C:1]([O:7][CH2:8][CH3:9])=[O:6]. The yield is 0.300.